From a dataset of Catalyst prediction with 721,799 reactions and 888 catalyst types from USPTO. Predict which catalyst facilitates the given reaction. (1) The catalyst class is: 6. Product: [C:3]([C:5]1[CH:10]=[CH:9][C:8]([S:11]([N:14]([CH2:15][CH2:16][N:17]2[CH2:24][CH:23]3[O:25][CH:19]([CH2:20][N:21]([CH2:28][CH2:29][O:30][C:31]4[CH:36]=[CH:35][CH:34]=[CH:33][C:32]=4[F:37])[CH2:22]3)[CH2:18]2)[CH3:26])(=[O:13])=[O:12])=[CH:7][CH:6]=1)#[N:4]. Reactant: Cl.Cl.[C:3]([C:5]1[CH:10]=[CH:9][C:8]([S:11]([N:14]([CH3:26])[CH2:15][CH2:16][N:17]2[CH2:24][CH:23]3[O:25][CH:19]([CH2:20][NH:21][CH2:22]3)[CH2:18]2)(=[O:13])=[O:12])=[CH:7][CH:6]=1)#[N:4].Br[CH2:28][CH2:29][O:30][C:31]1[CH:36]=[CH:35][CH:34]=[CH:33][C:32]=1[F:37].C(=O)([O-])[O-].[K+].[K+].C(#N)C. (2) Reactant: [CH2:1]([O:8][C:9]1[CH:14]=[CH:13][N:12]([C:15]2[CH:16]=[CH:17][C:18]3[C:19]4[CH2:28][NH:27][CH2:26][CH2:25][C:20]=4[N:21]([CH3:24])[C:22]=3[CH:23]=2)[C:11](=[O:29])[CH:10]=1)[C:2]1[CH:7]=[CH:6][CH:5]=[CH:4][CH:3]=1.Cl[CH2:31][C:32]([N:34]1[CH2:38][CH2:37][CH2:36][CH2:35]1)=[O:33].C([O-])([O-])=O.[K+].[K+]. Product: [CH2:1]([O:8][C:9]1[CH:14]=[CH:13][N:12]([C:15]2[CH:16]=[CH:17][C:18]3[C:19]4[CH2:28][N:27]([CH2:31][C:32](=[O:33])[N:34]5[CH2:38][CH2:37][CH2:36][CH2:35]5)[CH2:26][CH2:25][C:20]=4[N:21]([CH3:24])[C:22]=3[CH:23]=2)[C:11](=[O:29])[CH:10]=1)[C:2]1[CH:3]=[CH:4][CH:5]=[CH:6][CH:7]=1. The catalyst class is: 3. (3) Product: [F:40][C:41]1[C:42]([C@H:47]([C:49]2[CH:54]=[CH:53][C:52]([C:55]([F:57])([F:58])[F:56])=[CH:51][CH:50]=2)[NH:48][C:9]([C:6]2[CH:7]=[N:8][C:3]([O:2][CH3:1])=[N:4][CH:5]=2)=[O:11])=[N:43][CH:44]=[CH:45][CH:46]=1. Reactant: [CH3:1][O:2][C:3]1[N:8]=[CH:7][C:6]([C:9]([OH:11])=O)=[CH:5][N:4]=1.CCN(C(C)C)C(C)C.C1C=CC(P(N=[N+]=[N-])(C2C=CC=CC=2)=O)=CC=1.Cl.Cl.[F:40][C:41]1[C:42]([C@H:47]([C:49]2[CH:54]=[CH:53][C:52]([C:55]([F:58])([F:57])[F:56])=[CH:51][CH:50]=2)[NH2:48])=[N:43][CH:44]=[CH:45][CH:46]=1. The catalyst class is: 11.